Dataset: Full USPTO retrosynthesis dataset with 1.9M reactions from patents (1976-2016). Task: Predict the reactants needed to synthesize the given product. (1) Given the product [NH2:18][C:16]([C:14]1[CH:15]=[C:7](/[C:1](=[CH:6]/[CH3:34])/[CH:2]=[CH:3]\[CH:4]=[CH2:5])[CH:8]=[C:9]2[C:13]=1[NH:12][CH:11]=[C:10]2[CH:19]=[C:21]1[CH2:26][CH2:25][N:24]([C:27]([O:29][C:30]([CH3:33])([CH3:32])[CH3:31])=[O:28])[CH2:23][CH2:22]1)=[O:17], predict the reactants needed to synthesize it. The reactants are: [C:1]1([C:7]2[CH:8]=[C:9]3[C:13](=[C:14]([C:16]([NH2:18])=[O:17])[CH:15]=2)[NH:12][CH:11]=[CH:10]3)[CH:6]=[CH:5][CH:4]=[CH:3][CH:2]=1.[CH:19]([CH:21]1[CH2:26][CH2:25][N:24]([C:27]([O:29][C:30]([CH3:33])([CH3:32])[CH3:31])=[O:28])[CH2:23][CH2:22]1)=O.[CH3:34][O-].[Na+]. (2) The reactants are: [C:1]([O:5][C:6]([NH:8][C@H:9]([CH3:22])[C:10]([C:13]1[O:14][CH2:15][CH:16]([C:18]([O:20][CH3:21])=[O:19])[N:17]=1)([CH3:12])[CH3:11])=[O:7])([CH3:4])([CH3:3])[CH3:2].C1C(=O)N(Br)C(=O)C1. Given the product [C:1]([O:5][C:6]([NH:8][C@H:9]([CH3:22])[C:10]([C:13]1[O:14][CH:15]=[C:16]([C:18]([O:20][CH3:21])=[O:19])[N:17]=1)([CH3:12])[CH3:11])=[O:7])([CH3:2])([CH3:3])[CH3:4], predict the reactants needed to synthesize it. (3) Given the product [NH2:11][C:6]1[CH:7]=[CH:8][CH:9]=[CH:10][C:5]=1[CH2:4][CH:3]([OH:14])[C:2]([CH3:15])([CH3:1])[CH3:16], predict the reactants needed to synthesize it. The reactants are: [CH3:1][C:2]([CH3:16])([CH3:15])[CH:3]([OH:14])[CH2:4][C:5]1[CH:10]=[CH:9][CH:8]=[CH:7][C:6]=1[N+:11]([O-])=O.S(=O)(=O)(O)O.[H][H]. (4) Given the product [CH3:16][CH:13]1[N:12]([CH3:17])[C:11](=[O:18])[C:10]2[CH:9]=[CH:8][C:7]([O:19][C:20]3[CH:21]=[C:22]([CH:32]=[C:33]([O:35][C@@H:36]([CH3:40])[CH2:37][O:38][CH3:39])[CH:34]=3)[C:23]([NH:25][C:26]3[CH:30]=[CH:29][N:28]([CH3:31])[N:27]=3)=[O:24])=[CH:6][C:15]=2[O:14]1, predict the reactants needed to synthesize it. The reactants are: C([O-])=O.[NH4+].Cl[C:6]1[C:15]2[O:14][CH:13]([CH3:16])[N:12]([CH3:17])[C:11](=[O:18])[C:10]=2[CH:9]=[CH:8][C:7]=1[O:19][C:20]1[CH:21]=[C:22]([CH:32]=[C:33]([O:35][C@@H:36]([CH3:40])[CH2:37][O:38][CH3:39])[CH:34]=1)[C:23]([NH:25][C:26]1[CH:30]=[CH:29][N:28]([CH3:31])[N:27]=1)=[O:24]. (5) Given the product [Br:1][C:2]1[NH:6][C:5]([C@@H:7]2[CH2:11][CH2:10][CH2:9][N:8]2[C:12](=[O:14])[C@@H:23]([NH:27][C:28](=[O:29])[O:30][CH3:31])[C@H:22]([O:21][CH3:20])[CH3:32])=[N:4][CH:3]=1, predict the reactants needed to synthesize it. The reactants are: [Br:1][C:2]1[NH:6][C:5]([C@@H:7]2[CH2:11][CH2:10][CH2:9][N:8]2[C:12]([O:14]C(C)(C)C)=O)=[N:4][CH:3]=1.Cl.[CH3:20][O:21][C@H:22]([CH3:32])[C@H:23]([NH:27][C:28]([O:30][CH3:31])=[O:29])C(O)=O.CN(C(ON1N=NC2C=CC=NC1=2)=[N+](C)C)C.F[P-](F)(F)(F)(F)F.CCN(C(C)C)C(C)C.[Li+].[OH-]. (6) Given the product [Cl:1][C:2]1[CH:3]=[C:4]2[C:8](=[C:9]([C:11]([O:13][CH2:14][CH3:15])=[O:12])[CH:10]=1)[NH:7][CH:6]=[CH:5]2, predict the reactants needed to synthesize it. The reactants are: [Cl:1][C:2]1[CH:3]=[C:4]2[C:8](=[C:9]([C:11]([OH:13])=[O:12])[CH:10]=1)[NH:7][CH:6]=[CH:5]2.[C:14]1(P(C2C=CC=CC=2)C2C=CC=CC=2)C=CC=C[CH:15]=1.C(O)C.N(C(OCC)=O)=NC(OCC)=O. (7) Given the product [C:1]([O:4][C@H:5]1[C@H:10]([O:11][C:12](=[O:14])[CH3:13])[C@@H:9]([O:15][C:16](=[O:18])[CH3:17])[C@H:8]([C:19]2[S:20][C:21]([CH2:26][C:27]3[CH:32]=[CH:31][C:30]([CH2:33][CH3:34])=[CH:29][CH:28]=3)=[C:22]([CH3:25])[C:23]=2[CH3:40])[O:7][C@@H:6]1[CH2:35][O:36][C:37](=[O:39])[CH3:38])(=[O:3])[CH3:2], predict the reactants needed to synthesize it. The reactants are: [C:1]([O:4][C@H:5]1[C@H:10]([O:11][C:12](=[O:14])[CH3:13])[C@@H:9]([O:15][C:16](=[O:18])[CH3:17])[C@H:8]([C:19]2[S:20][C:21]([CH2:26][C:27]3[CH:32]=[CH:31][C:30]([CH2:33][CH3:34])=[CH:29][CH:28]=3)=[C:22]([CH3:25])[C:23]=2Br)[O:7][C@@H:6]1[CH2:35][O:36][C:37](=[O:39])[CH3:38])(=[O:3])[CH3:2].[CH3:40]B1OB(C)OB(C)O1.F[B-](F)(F)F.C1(P(C2CCCCC2)C2CCCCC2)CCCCC1.[O-]P([O-])([O-])=O.[K+].[K+].[K+]. (8) Given the product [CH3:4][C:3]1[C:7]([N:53]2[C:62](=[O:63])[C:61]3[C:56](=[CH:57][CH:58]=[CH:59][CH:60]=3)[N:55]=[CH:54]2)=[CH:8][CH:9]=[CH:10][C:2]=1[C:2]1[CH:10]=[CH:9][C:8]([C:11]([NH2:13])=[O:12])=[C:7]2[C:3]=1[C:4]1[CH2:17][NH:16][CH2:15][CH2:14][C:5]=1[NH:6]2, predict the reactants needed to synthesize it. The reactants are: Br[C:2]1[CH:10]=[CH:9][C:8]([C:11]([NH2:13])=[O:12])=[C:7]2[C:3]=1[C:4]1[CH2:17][N:16](C(C3C=CC=CC=3)(C3C=CC=CC=3)C3C=CC=CC=3)[CH2:15][CH2:14][C:5]=1[NH:6]2.CC1C(B2OC(C)(C)C(C)(C)O2)=CC=CC=1[N:53]1[C:62](=[O:63])[C:61]2[C:56](=[CH:57][CH:58]=[CH:59][CH:60]=2)[N:55]=[CH:54]1.C(=O)([O-])[O-].[Na+].[Na+].